Dataset: TCR-epitope binding with 47,182 pairs between 192 epitopes and 23,139 TCRs. Task: Binary Classification. Given a T-cell receptor sequence (or CDR3 region) and an epitope sequence, predict whether binding occurs between them. (1) The epitope is ARMILMTHF. The TCR CDR3 sequence is CASSPLVQGGLQPQHF. Result: 1 (the TCR binds to the epitope). (2) The epitope is AMFWSVPTV. The TCR CDR3 sequence is CSVEEGIDEQYF. Result: 1 (the TCR binds to the epitope).